This data is from Forward reaction prediction with 1.9M reactions from USPTO patents (1976-2016). The task is: Predict the product of the given reaction. (1) Given the reactants [N:1]1([CH2:7][CH2:8][OH:9])[CH2:6][CH2:5][CH2:4][CH2:3][CH2:2]1.C1OCCOCCOCCOCCOCCOC1.Cl[C:29]1[CH:34]=[C:33]([NH:35][C@@H:36]2[CH2:41][CH2:40][C@H:39]([C:42]([NH:44][CH:45]([CH3:47])[CH3:46])=[O:43])[CH2:38][CH2:37]2)[C:32]([N+:48]([O-:50])=[O:49])=[CH:31][N:30]=1.C(=O)([O-])[O-].[Cs+].[Cs+], predict the reaction product. The product is: [NH4+:1].[OH-:9].[CH:45]([NH:44][C:42]([C@H:39]1[CH2:38][CH2:37][C@@H:36]([NH:35][C:33]2[C:32]([N+:48]([O-:50])=[O:49])=[CH:31][N:30]=[C:29]([O:9][CH2:8][CH2:7][N:1]3[CH2:6][CH2:5][CH2:4][CH2:3][CH2:2]3)[CH:34]=2)[CH2:41][CH2:40]1)=[O:43])([CH3:47])[CH3:46]. (2) Given the reactants C(OC([N:11]1[CH2:16][CH2:15][CH2:14][C@H:13]([C:17](=[O:19])[NH2:18])[CH2:12]1)=O)C1C=CC=CC=1.[F:20][C:21]1[CH:30]=[CH:29][CH:28]=[CH:27][C:22]=1[C:23](=O)[CH2:24]Br, predict the reaction product. The product is: [F:20][C:21]1[CH:30]=[CH:29][CH:28]=[CH:27][C:22]=1[C:23]1[N:18]=[C:17]([C@H:13]2[CH2:14][CH2:15][CH2:16][NH:11][CH2:12]2)[O:19][CH:24]=1. (3) Given the reactants C(N(C(C)C)CC)(C)C.[C:10](Cl)(=[O:17])[C:11]1[CH:16]=[CH:15][CH:14]=[N:13][CH:12]=1.Cl.[CH3:20][NH:21][O:22][CH3:23], predict the reaction product. The product is: [CH3:23][O:22][N:21]([CH3:20])[C:10](=[O:17])[C:11]1[CH:16]=[CH:15][CH:14]=[N:13][CH:12]=1. (4) Given the reactants [CH3:1][O:2][CH2:3][NH:4][C:5]([C:7]1[CH:8]=[C:9]2[C:14](=[CH:15][CH:16]=1)[N:13]=[CH:12][N:11]=[C:10]2O)=[O:6].C(N(CC)CC)C.P(Cl)(Cl)([Cl:27])=O.C(=O)(O)[O-].[Na+], predict the reaction product. The product is: [CH3:1][O:2][CH2:3][NH:4][C:5]([C:7]1[CH:8]=[C:9]2[C:14](=[CH:15][CH:16]=1)[N:13]=[CH:12][N:11]=[C:10]2[Cl:27])=[O:6].